Dataset: Catalyst prediction with 721,799 reactions and 888 catalyst types from USPTO. Task: Predict which catalyst facilitates the given reaction. (1) The catalyst class is: 19. Product: [C:23]([O:22][C:20](=[O:21])[C@@H:19]([NH:27][C:28]([O:30][C:31]([CH3:34])([CH3:33])[CH3:32])=[O:29])[CH2:18][CH2:17][C:16]([C:45]([O:47][C:48]([CH3:49])([CH3:50])[CH3:51])=[O:46])([CH2:15][C:12]1[CH:11]=[CH:10][C:9]([OH:8])=[CH:14][N:13]=1)[C:35]([OH:37])=[O:36])([CH3:24])([CH3:25])[CH3:26]. Reactant: C([O:8][C:9]1[CH:10]=[CH:11][C:12]([CH2:15][C:16]([C:45]([O:47][C:48]([CH3:51])([CH3:50])[CH3:49])=[O:46])([C:35]([O:37]CC2C=CC=CC=2)=[O:36])[CH2:17][CH2:18][C@H:19]([NH:27][C:28]([O:30][C:31]([CH3:34])([CH3:33])[CH3:32])=[O:29])[C:20]([O:22][C:23]([CH3:26])([CH3:25])[CH3:24])=[O:21])=[N:13][CH:14]=1)C1C=CC=CC=1. (2) Reactant: [F-].[K+].C1(P(C2CCCCC2)C2(N(C)C)CC=CC=C2C2C=CC=CC=2)CCCCC1.[CH2:31]([NH:33][CH2:34][CH3:35])[CH3:32].Br[CH2:37][C:38]([NH2:40])=[O:39]. Product: [CH2:31]([N:33]([CH2:34][CH3:35])[CH2:37][C:38]([NH2:40])=[O:39])[CH3:32]. The catalyst class is: 110. (3) The catalyst class is: 7. Reactant: C[Si]([N-][Si](C)(C)C)(C)C.[K+].F[C:12]1[CH:17]=[CH:16][C:15]([O:18][CH3:19])=[CH:14][CH:13]=1.[C:20](#[N:24])[CH:21]([CH3:23])[CH3:22].Cl. Product: [CH3:19][O:18][C:15]1[CH:16]=[CH:17][C:12]([C:21]([CH3:23])([CH3:22])[C:20]#[N:24])=[CH:13][CH:14]=1.